This data is from Reaction yield outcomes from USPTO patents with 853,638 reactions. The task is: Predict the reaction yield, written as a fraction of the theoretical maximum amount of product (1.0 means a 100% yield; for example, 0.34 means a 34% yield). (1) The reactants are B.C1C[O:5]CC1.[CH:7]12[CH2:13][CH:10]([CH:11]=[CH:12]1)[CH:9]([C:14]([O:16][CH2:17][CH3:18])=[O:15])[N:8]2[C:19]([O:21][CH2:22][C:23]1[CH:28]=[CH:27][CH:26]=[CH:25][CH:24]=1)=[O:20].[OH-].[Na+].OO. The catalyst is O1CCCC1. The product is [OH:5][CH:11]1[CH2:12][CH:7]2[CH2:13][CH:10]1[CH:9]([C:14]([O:16][CH2:17][CH3:18])=[O:15])[N:8]2[C:19]([O:21][CH2:22][C:23]1[CH:24]=[CH:25][CH:26]=[CH:27][CH:28]=1)=[O:20]. The yield is 0.620. (2) No catalyst specified. The yield is 1.00. The product is [CH3:16][O:5][C:4](=[O:6])[C:3]1[CH:7]=[CH:8][C:9]([Cl:11])=[N:10][C:2]=1[Cl:1]. The reactants are [Cl:1][C:2]1[N:10]=[C:9]([Cl:11])[CH:8]=[CH:7][C:3]=1[C:4]([OH:6])=[O:5].O=S(Cl)Cl.[CH3:16]O. (3) The reactants are [CH3:1][CH:2]1[C:11]2[C:6](=[C:7]([CH3:16])[CH:8]=[C:9]([C:13]([OH:15])=[O:14])[C:10]=2[CH3:12])S[CH2:4][CH2:3]1.OO.[S:19]([O-:22])(O)=[O:20].[Na+]. The catalyst is C(O)(=O)C. The product is [CH3:1][CH:2]1[C:11]2[C:6](=[C:7]([CH3:16])[CH:8]=[C:9]([C:13]([OH:15])=[O:14])[C:10]=2[CH3:12])[S:19](=[O:22])(=[O:20])[CH2:4][CH2:3]1. The yield is 0.980. (4) The reactants are C[Al](C)C.C[Si]([N:9]=[N+:10]=[N-:11])(C)C.[C:12]([C:14]1[CH:15]=[C:16]([C:21]2[O:25][N:24]=[C:23]([C:26]3[CH:31]=[CH:30][C:29]([F:32])=[CH:28][N:27]=3)[N:22]=2)[CH:17]=[C:18]([F:20])[CH:19]=1)#[N:13]. The catalyst is C1(C)C=CC=CC=1. The product is [F:32][C:29]1[CH:30]=[CH:31][C:26]([C:23]2[N:22]=[C:21]([C:16]3[CH:15]=[C:14]([C:12]4[NH:13][N:11]=[N:10][N:9]=4)[CH:19]=[C:18]([F:20])[CH:17]=3)[O:25][N:24]=2)=[N:27][CH:28]=1. The yield is 0.360. (5) The yield is 0.840. The reactants are [CH:1]1([C:4]([NH:6][C:7]2[N:8]=[C:9]3[CH:14]=[CH:13][C:12]([O:15][C:16]4[CH:17]=[CH:18][C:19]([CH3:32])=[C:20]([NH:22][C:23]([C:25]5[N:29]([CH3:30])[N:28]=[C:27]([CH3:31])[CH:26]=5)=[O:24])[CH:21]=4)=[N:11][N:10]3[CH:33]=2)=[O:5])[CH2:3][CH2:2]1.O.[C:35]1([CH3:45])[CH:40]=[CH:39][C:38]([S:41]([OH:44])(=[O:43])=[O:42])=[CH:37][CH:36]=1. The catalyst is C(O)C. The product is [C:35]1([CH3:45])[CH:36]=[CH:37][C:38]([S:41]([OH:44])(=[O:42])=[O:43])=[CH:39][CH:40]=1.[CH:1]1([C:4]([NH:6][C:7]2[N:8]=[C:9]3[CH:14]=[CH:13][C:12]([O:15][C:16]4[CH:17]=[CH:18][C:19]([CH3:32])=[C:20]([NH:22][C:23]([C:25]5[N:29]([CH3:30])[N:28]=[C:27]([CH3:31])[CH:26]=5)=[O:24])[CH:21]=4)=[N:11][N:10]3[CH:33]=2)=[O:5])[CH2:3][CH2:2]1. (6) The reactants are [C:1]([NH:4][C:5]1[C:12]([Cl:13])=[CH:11][C:8]([C:9]#[N:10])=[CH:7][C:6]=1[Cl:14])(=[O:3])[CH3:2].[H-].[Al+3].[Li+].[H-].[H-].[H-].O.O.O.O.O.O.O.O.O.O.S([O-])([O-])(=O)=O.[Na+].[Na+]. The catalyst is C1COCC1. The product is [C:1]([NH:4][C:5]1[C:6]([Cl:14])=[CH:7][C:8]([CH2:9][NH2:10])=[CH:11][C:12]=1[Cl:13])(=[O:3])[CH3:2]. The yield is 0.300. (7) The reactants are [H-].[Na+].[CH3:3][O:4][C:5]([CH:7]1[CH2:11][CH2:10][C:9](=[O:12])[NH:8]1)=[O:6].[CH2:13](Br)[C:14]1[CH:19]=[CH:18][CH:17]=[CH:16][CH:15]=1. The catalyst is C1C=CC=CC=1. The product is [CH3:3][O:4][C:5]([CH:7]1[CH2:11][CH2:10][C:9](=[O:12])[N:8]1[CH2:13][C:14]1[CH:19]=[CH:18][CH:17]=[CH:16][CH:15]=1)=[O:6]. The yield is 0.520.